Dataset: Catalyst prediction with 721,799 reactions and 888 catalyst types from USPTO. Task: Predict which catalyst facilitates the given reaction. (1) Reactant: [Br:1][C:2]1[CH:7]=[CH:6][C:5]([CH:8]=O)=[CH:4][N:3]=1.[NH:10]1[CH2:15][CH2:14][O:13][CH2:12][CH2:11]1.C(O)(=O)C.C([BH3-])#N.[Na+]. Product: [Br:1][C:2]1[N:3]=[CH:4][C:5]([CH2:8][N:10]2[CH2:15][CH2:14][O:13][CH2:12][CH2:11]2)=[CH:6][CH:7]=1. The catalyst class is: 8. (2) Reactant: [CH3:1][C:2]1[C:7]([N+:8]([O-])=O)=[C:6]([CH3:11])[N:5]=[C:4]([O:12][CH2:13][C:14]([O:16][CH2:17][CH3:18])=[O:15])[N:3]=1.[H][H]. Product: [NH2:8][C:7]1[C:2]([CH3:1])=[N:3][C:4]([O:12][CH2:13][C:14]([O:16][CH2:17][CH3:18])=[O:15])=[N:5][C:6]=1[CH3:11]. The catalyst class is: 29.